Dataset: Reaction yield outcomes from USPTO patents with 853,638 reactions. Task: Predict the reaction yield, written as a fraction of the theoretical maximum amount of product (1.0 means a 100% yield; for example, 0.34 means a 34% yield). (1) The reactants are CS(O)(=O)=O.[C:6]([C:10]1[C:15]2[CH2:16][CH:17]([CH3:19])[O:18][C:14]=2[CH:13]=[CH:12][C:11]=1[OH:20])([CH3:9])([CH3:8])[CH3:7]. The catalyst is C(O)(C)(C)C.C(Cl)(Cl)Cl. The product is [C:6]([C:10]1[C:15]2[CH2:16][CH:17]([CH3:19])[O:18][C:14]=2[C:13]([C:6]([CH3:9])([CH3:8])[CH3:7])=[CH:12][C:11]=1[OH:20])([CH3:9])([CH3:7])[CH3:8]. The yield is 0.570. (2) No catalyst specified. The product is [F:6][C:7]1[CH:8]=[CH:9][C:10]([C:13]2[C:25]([CH:28]=[O:29])=[C:16]3[CH:17]=[CH:18][C:19]([C:21]([F:23])([F:22])[F:24])=[CH:20][N:15]3[N:14]=2)=[CH:11][CH:12]=1. The reactants are P(Cl)(Cl)(Cl)=O.[F:6][C:7]1[CH:12]=[CH:11][C:10]([C:13]2[CH:25]=[C:16]3[CH:17]=[CH:18][C:19]([C:21]([F:24])([F:23])[F:22])=[CH:20][N:15]3[N:14]=2)=[CH:9][CH:8]=1.CN(C)[CH:28]=[O:29]. The yield is 0.940. (3) The reactants are Cl[C:2]1[N:7]=[C:6]([C:8]2[CH:13]=[CH:12][CH:11]=[C:10]([C:14]#[C:15][C@:16]3([OH:23])[CH2:20][CH2:19][N:18]([CH3:21])[C:17]3=[O:22])[CH:9]=2)[N:5]=[C:4]([C:24]([O:26][CH2:27]C)=[O:25])[CH:3]=1.[CH3:29][C:30]1[CH:31]=[N:32][NH:33][CH:34]=1. No catalyst specified. The product is [OH:23][C@@:16]1([C:15]#[C:14][C:10]2[CH:9]=[C:8]([C:6]3[N:5]=[C:4]([C:24]([O:26][CH3:27])=[O:25])[CH:3]=[C:2]([N:32]4[CH:31]=[C:30]([CH3:29])[CH:34]=[N:33]4)[N:7]=3)[CH:13]=[CH:12][CH:11]=2)[CH2:20][CH2:19][N:18]([CH3:21])[C:17]1=[O:22]. The yield is 0.970. (4) The reactants are [CH3:1][O:2][C:3](=[O:36])[CH:4]=[CH:5][CH2:6][C@H:7]1[C@H:12]2[C@H:13]3[C@H:22]([CH2:23][CH2:24][C@:10]2([CH3:11])[C:9](=[O:35])[CH2:8]1)[C:21]1[CH:20]=[C:19]([O:25][CH3:26])[C:18]([O:27]CC2C=CC=CC=2)=[CH:17][C:16]=1[CH2:15][CH2:14]3. The catalyst is C1COCC1.CO.[Pd]. The product is [CH3:1][O:2][C:3](=[O:36])[CH2:4][CH2:5][CH2:6][C@H:7]1[C@H:12]2[C@H:13]3[C@H:22]([CH2:23][CH2:24][C@:10]2([CH3:11])[C:9](=[O:35])[CH2:8]1)[C:21]1[CH:20]=[C:19]([O:25][CH3:26])[C:18]([OH:27])=[CH:17][C:16]=1[CH2:15][CH2:14]3. The yield is 0.970. (5) The reactants are FC(F)(F)[C:3]([OH:5])=O.[Cl:8][C:9]1[C:10]([NH:31][C@@H:32]2[C@@H:37]3[CH2:38][C@@H:34]([CH:35]=[CH:36]3)[C@@H:33]2[C:39]([NH2:41])=[O:40])=[C:11]2[N:17]=[C:16]([C:18]3[CH:23]=[CH:22][C:21]([CH2:24][N:25]4[CH2:30]CO[CH2:27][CH2:26]4)=[CH:20][CH:19]=3)[NH:15][C:12]2=[N:13][CH:14]=1.N[C:43]1C(N)=C(N[C@@H]2[C@@H]3C[C@@H](C=C3)[C@@H]2C(N)=O)C(Cl)=[CH:45][N:44]=1. No catalyst specified. The product is [Cl:8][C:9]1[C:10]([NH:31][C@@H:32]2[C@@H:37]3[CH2:38][C@@H:34]([CH:35]=[CH:36]3)[C@@H:33]2[C:39]([NH2:41])=[O:40])=[C:11]2[N:17]=[C:16]([C:18]3[CH:23]=[CH:22][C:21]([CH2:24][N:25]4[CH2:26][CH2:27][N:44]([CH3:45])[CH2:43][CH2:30]4)=[CH:20][C:19]=3[O:5][CH3:3])[NH:15][C:12]2=[N:13][CH:14]=1. The yield is 0.180. (6) The reactants are [CH3:1][O:2][C:3]([C:7]1[S:8][CH:9]=[C:10]([CH:12]=[O:13])[N:11]=1)([O:5][CH3:6])[CH3:4].[BH4-].[Na+].[NH4+].[Cl-]. The catalyst is CO. The product is [CH3:1][O:2][C:3]([C:7]1[S:8][CH:9]=[C:10]([CH2:12][OH:13])[N:11]=1)([O:5][CH3:6])[CH3:4]. The yield is 0.966. (7) The product is [Br:3][C:4]1[CH:9]=[CH:8][C:7]([O:10][CH3:12])=[C:6]([I:11])[CH:5]=1. The catalyst is CC(C)=O. The yield is 0.930. The reactants are IC.[Br:3][C:4]1[CH:9]=[CH:8][C:7]([OH:10])=[C:6]([I:11])[CH:5]=1.[C:12](=O)([O-])[O-].[K+].[K+]. (8) The reactants are [B:10]1([B:10]2[O:14][C:13]([CH3:16])([CH3:15])[C:12]([CH3:18])([CH3:17])[O:11]2)[O:14][C:13]([CH3:16])([CH3:15])[C:12]([CH3:18])([CH3:17])[O:11]1.C([O-])(=O)C.[K+].Br[C:25]1[CH:26]=[C:27]([NH:34][C:35]2[N:40]=[C:39]([C:41]([F:44])([F:43])[F:42])[CH:38]=[CH:37][N:36]=2)[CH:28]=[C:29]([CH:31]([F:33])[F:32])[CH:30]=1. The catalyst is O1CCOCC1.C1C=CC(P(C2C=CC=CC=2)[C-]2C=CC=C2)=CC=1.C1C=CC(P(C2C=CC=CC=2)[C-]2C=CC=C2)=CC=1.Cl[Pd]Cl.[Fe+2].ClCCl. The product is [F:33][CH:31]([F:32])[C:29]1[CH:28]=[C:27]([NH:34][C:35]2[N:40]=[C:39]([C:41]([F:44])([F:43])[F:42])[CH:38]=[CH:37][N:36]=2)[CH:26]=[C:25]([B:10]2[O:11][C:12]([CH3:17])([CH3:18])[C:13]([CH3:15])([CH3:16])[O:14]2)[CH:30]=1. The yield is 0.820.